This data is from Reaction yield outcomes from USPTO patents with 853,638 reactions. The task is: Predict the reaction yield, written as a fraction of the theoretical maximum amount of product (1.0 means a 100% yield; for example, 0.34 means a 34% yield). (1) The reactants are [Cl:1][C:2]1[CH:3]=[C:4]2[C:8](=[CH:9][CH:10]=1)[N:7]([C:11]1[N:15]([CH3:16])[N:14]=[C:13]([CH3:17])[C:12]=1[CH2:18][NH2:19])[CH:6]=[CH:5]2.[CH2:20]([S:25]([NH2:28])(=[O:27])=[O:26])[CH2:21][CH2:22][CH2:23][CH3:24].N12CCCN=C1CCCCC2.Cl.CN(C)[CH:43]=[O:44]. The catalyst is CN(C)C1C=CN=CC=1. The product is [Cl:1][C:2]1[CH:3]=[C:4]2[C:8](=[CH:9][CH:10]=1)[N:7]([C:11]1[N:15]([CH3:16])[N:14]=[C:13]([CH3:17])[C:12]=1[CH2:18][NH:19][C:43]([NH:28][S:25]([CH2:20][CH2:21][CH2:22][CH2:23][CH3:24])(=[O:27])=[O:26])=[O:44])[CH:6]=[CH:5]2. The yield is 0.730. (2) The reactants are [CH:1]([P:4](Cl)(Cl)=[O:5])([CH3:3])[CH3:2].[CH:8]([Mg]Br)=[CH2:9].[NH4+].[Cl-].[CH2:14]1COC[CH2:15]1. No catalyst specified. The product is [CH:14]([P:4](=[O:5])([CH:8]=[CH2:9])[CH:1]([CH3:3])[CH3:2])=[CH2:15]. The yield is 0.800. (3) The reactants are [OH:1][C@H:2]1[C@H:6]([CH3:7])[CH2:5][C@@H:4]([C:8]([O:10]CC2C=CC=CC=2)=[O:9])[CH2:3]1.O[C@@H]1[C@@H](C)C[C@H](C(OCC2C=CC=CC=2)=O)C1.O[C@H]1[C@H](C)C[C@@H](C(O)=O)C1. The catalyst is CO.[OH-].[OH-].[Pd+2]. The product is [OH:1][C@@H:2]1[C@@H:6]([CH3:7])[CH2:5][C@H:4]([C:8]([OH:10])=[O:9])[CH2:3]1. The yield is 0.980. (4) The yield is 0.260. The catalyst is C1COCC1. The product is [Cl:20][C:21]1[CH:22]=[C:23]([CH:26]=[CH:27][C:28]=1[Cl:29])[CH2:24][O:25][C:54]1[CH:55]=[CH:56][CH:57]=[C:58]2[C:53]=1[C:52](=[O:62])[N:51]([CH:50]1[CH2:49][CH2:48][C:47](=[O:63])[NH:46][C:45]1=[O:44])[C:59]2=[O:60]. The reactants are C1(P(C2C=CC=CC=2)C2C=CC=CC=2)C=CC=CC=1.[Cl:20][C:21]1[CH:22]=[C:23]([CH:26]=[CH:27][C:28]=1[Cl:29])[CH2:24][OH:25].CC(OC(/N=N/C(OC(C)C)=O)=O)C.[O:44]=[C:45]1[CH:50]([N:51]2[C:59](=[O:60])[C:58]3[C:53](=[CH:54][CH:55]=[CH:56][C:57]=3O)[C:52]2=[O:62])[CH2:49][CH2:48][C:47](=[O:63])[NH:46]1.